Dataset: Full USPTO retrosynthesis dataset with 1.9M reactions from patents (1976-2016). Task: Predict the reactants needed to synthesize the given product. (1) Given the product [OH:12][CH2:13][CH2:14][N:5]1[CH:6]=[N:7][C:8]2[C:4]1=[N:3][CH:2]=[N:1][C:9]=2[NH2:10], predict the reactants needed to synthesize it. The reactants are: [N:1]1[C:9]([NH2:10])=[C:8]2[C:4]([N:5]=[CH:6][NH:7]2)=[N:3][CH:2]=1.C1(=O)O[CH2:14][CH2:13][O:12]1.[OH-].[Na+].C1(C)C=CC=CC=1. (2) Given the product [CH3:22][C:23]1[N:28]=[C:27]([NH:29][C:30]2[S:31][C:2]3[CH2:10][CH2:9][C:8]4[NH:7][N:6]=[CH:5][C:4]=4[C:3]=3[N:32]=2)[CH:26]=[CH:25][CH:24]=1, predict the reactants needed to synthesize it. The reactants are: Br[CH:2]1[CH2:10][CH2:9][C:8]2[N:7](S(C3C=CC(C)=CC=3)(=O)=O)[N:6]=[CH:5][C:4]=2[C:3]1=O.[CH3:22][C:23]1[N:28]=[C:27]([NH:29][C:30]([NH2:32])=[S:31])[CH:26]=[CH:25][CH:24]=1. (3) Given the product [Br:11][C:12]1[CH:13]=[C:14]2[C:18](=[CH:19][CH:20]=1)[N:17]([Si:24]([CH:28]([CH3:30])[CH3:29])([CH:25]([CH3:27])[CH3:26])[CH:21]([CH3:23])[CH3:22])[CH:16]=[CH:15]2, predict the reactants needed to synthesize it. The reactants are: C[Si](C)(C)N[Si](C)(C)C.[Li].[Br:11][C:12]1[CH:13]=[C:14]2[C:18](=[CH:19][CH:20]=1)[NH:17][CH:16]=[CH:15]2.[CH:21]([Si:24](Cl)([CH:28]([CH3:30])[CH3:29])[CH:25]([CH3:27])[CH3:26])([CH3:23])[CH3:22].O. (4) The reactants are: [CH3:1][O:2][C:3](=[O:18])[CH2:4][C:5]1[C:13]2[C:8](=[CH:9][CH:10]=[CH:11][CH:12]=2)[N:7]([C:14]([O:16][CH3:17])=[O:15])[CH:6]=1.CN(C)P(=O)(N(C)C)N(C)C.C([N-]C(C)C)(C)C.[Li+].C1CCCCC1.[C:44]([O:48][C:49]([NH:51][CH2:52][CH2:53][CH2:54][CH2:55]I)=[O:50])([CH3:47])([CH3:46])[CH3:45]. Given the product [CH3:1][O:2][C:3](=[O:18])[CH:4]([CH2:55][CH2:54][CH2:53][CH2:52][NH:51][C:49]([O:48][C:44]([CH3:45])([CH3:47])[CH3:46])=[O:50])[C:5]1[C:13]2[C:8](=[CH:9][CH:10]=[CH:11][CH:12]=2)[N:7]([C:14]([O:16][CH3:17])=[O:15])[CH:6]=1, predict the reactants needed to synthesize it. (5) Given the product [Cl:29][C:30]1[CH:37]=[CH:36][C:33]([CH2:34][N:8]2[C:9]3[C:4](=[CH:3][C:2]([F:1])=[C:11]([F:12])[CH:10]=3)[C:5](=[O:15])[C:6]([C:13]#[N:14])=[CH:7]2)=[C:32]([F:38])[CH:31]=1, predict the reactants needed to synthesize it. The reactants are: [F:1][C:2]1[CH:3]=[C:4]2[C:9](=[CH:10][C:11]=1[F:12])[NH:8][CH:7]=[C:6]([C:13]#[N:14])[C:5]2=[O:15].FC1C=C(C(F)(F)F)C=CC=1CBr.[Cl:29][C:30]1[CH:37]=[CH:36][C:33]([CH2:34]Cl)=[C:32]([F:38])[CH:31]=1. (6) Given the product [F:15][C:16]([F:22])([F:21])[CH2:17][C:18]([N:1]1[CH2:2][CH2:3][CH:4]([NH:7][C:8](=[O:14])[O:9][C:10]([CH3:11])([CH3:13])[CH3:12])[CH2:5][CH2:6]1)=[O:19], predict the reactants needed to synthesize it. The reactants are: [NH:1]1[CH2:6][CH2:5][CH:4]([NH:7][C:8](=[O:14])[O:9][C:10]([CH3:13])([CH3:12])[CH3:11])[CH2:3][CH2:2]1.[F:15][C:16]([F:22])([F:21])[CH2:17][C:18](Cl)=[O:19].